The task is: Predict the reactants needed to synthesize the given product.. This data is from Full USPTO retrosynthesis dataset with 1.9M reactions from patents (1976-2016). (1) Given the product [CH:33]([N:36]1[CH2:41][CH2:40][CH:39]([NH:42][C:12]2[C:13]([C:18]3[NH:27][C:26](=[O:28])[C:25]4[C:20](=[CH:21][C:22]([O:31][CH3:32])=[CH:23][C:24]=4[O:29][CH3:30])[N:19]=3)=[N:14][CH:15]=[CH:16][CH:17]=2)[CH2:38][CH2:37]1)([CH3:35])[CH3:34], predict the reactants needed to synthesize it. The reactants are: C[Si]([N-][Si](C)(C)C)(C)C.[Li+].F[C:12]1[C:13]([C:18]2[NH:27][C:26](=[O:28])[C:25]3[C:20](=[CH:21][C:22]([O:31][CH3:32])=[CH:23][C:24]=3[O:29][CH3:30])[N:19]=2)=[N:14][CH:15]=[CH:16][CH:17]=1.[CH:33]([N:36]1[CH2:41][CH2:40][CH:39]([NH2:42])[CH2:38][CH2:37]1)([CH3:35])[CH3:34]. (2) Given the product [CH2:1]([O:11][C:10](=[O:13])[O-:12])[CH2:2][CH2:3][CH2:4][CH2:5][CH2:6][CH2:7][CH3:8].[CH2:1]([NH3+:9])[CH2:2][CH2:3][CH2:4][CH2:5][CH2:6][CH2:7][CH3:8], predict the reactants needed to synthesize it. The reactants are: [CH2:1]([NH2:9])[CH2:2][CH2:3][CH2:4][CH2:5][CH2:6][CH2:7][CH3:8].[C:10](=[O:12])=[O:11].[OH2:13]. (3) Given the product [NH2:28][C@@H:24]([CH2:23][O:22][CH2:15][C:16]1[CH:21]=[CH:20][CH:19]=[CH:18][CH:17]=1)[C:25]([NH:12][C:11]1[CH:13]=[CH:14][C:8]([O:7][C:5]2[S:6][C:2]([Br:1])=[CH:3][N:4]=2)=[CH:9][CH:10]=1)=[O:26], predict the reactants needed to synthesize it. The reactants are: [Br:1][C:2]1[S:6][C:5]([O:7][C:8]2[CH:14]=[CH:13][C:11]([NH2:12])=[CH:10][CH:9]=2)=[N:4][CH:3]=1.[CH2:15]([O:22][CH2:23][C@H:24]([NH:28]C(OC(C)(C)C)=O)[C:25](O)=[O:26])[C:16]1[CH:21]=[CH:20][CH:19]=[CH:18][CH:17]=1. (4) Given the product [CH2:1]([N:8]1[CH2:14][CH:13]([O:15][Si:28]([C:24]([CH3:27])([CH3:26])[CH3:25])([CH3:30])[CH3:29])[CH:12]([C:16]2[CH:21]=[CH:20][C:19]([Cl:22])=[C:18]([Cl:23])[CH:17]=2)[O:11][CH2:10][CH2:9]1)[C:2]1[CH:3]=[CH:4][CH:5]=[CH:6][CH:7]=1, predict the reactants needed to synthesize it. The reactants are: [CH2:1]([N:8]1[CH2:14][CH:13]([OH:15])[CH:12]([C:16]2[CH:21]=[CH:20][C:19]([Cl:22])=[C:18]([Cl:23])[CH:17]=2)[O:11][CH2:10][CH2:9]1)[C:2]1[CH:7]=[CH:6][CH:5]=[CH:4][CH:3]=1.[C:24]([Si:28](Cl)([CH3:30])[CH3:29])([CH3:27])([CH3:26])[CH3:25].N1C=CN=C1. (5) Given the product [C:9]1([N:7]2[CH:8]=[C:4]([NH2:1])[CH:5]=[N:6]2)[CH:14]=[CH:13][CH:12]=[CH:11][CH:10]=1, predict the reactants needed to synthesize it. The reactants are: [N+:1]([C:4]1[CH:5]=[N:6][N:7]([C:9]2[CH:14]=[CH:13][CH:12]=[CH:11][CH:10]=2)[CH:8]=1)([O-])=O.[OH-].[Na+]. (6) Given the product [CH3:1][C:2]1[CH:3]=[CH:4][C:5]([NH:13][C:14]2[CH:15]=[N:16][C:17]3[CH2:18][CH2:19][CH2:20][CH2:21][C:22]=3[CH:23]=2)=[C:6]([CH:12]=1)[C:7]([OH:9])=[O:8], predict the reactants needed to synthesize it. The reactants are: [CH3:1][C:2]1[CH:3]=[CH:4][C:5]([NH:13][C:14]2[CH:15]=[N:16][C:17]3[C:22]([CH:23]=2)=[CH:21][CH:20]=[CH:19][CH:18]=3)=[C:6]([CH:12]=1)[C:7]([O:9]CC)=[O:8].